Dataset: NCI-60 drug combinations with 297,098 pairs across 59 cell lines. Task: Regression. Given two drug SMILES strings and cell line genomic features, predict the synergy score measuring deviation from expected non-interaction effect. (1) Drug 1: CC1CCC2CC(C(=CC=CC=CC(CC(C(=O)C(C(C(=CC(C(=O)CC(OC(=O)C3CCCCN3C(=O)C(=O)C1(O2)O)C(C)CC4CCC(C(C4)OC)O)C)C)O)OC)C)C)C)OC. Drug 2: C1CN(CCN1C(=O)CCBr)C(=O)CCBr. Cell line: HCT116. Synergy scores: CSS=30.8, Synergy_ZIP=2.51, Synergy_Bliss=3.93, Synergy_Loewe=2.46, Synergy_HSA=3.92. (2) Drug 1: C(=O)(N)NO. Drug 2: COC1=NC(=NC2=C1N=CN2C3C(C(C(O3)CO)O)O)N. Cell line: MCF7. Synergy scores: CSS=-1.71, Synergy_ZIP=0.0662, Synergy_Bliss=-1.33, Synergy_Loewe=-3.82, Synergy_HSA=-2.56. (3) Drug 1: C1CC(=O)NC(=O)C1N2CC3=C(C2=O)C=CC=C3N. Drug 2: CC1CCC2CC(C(=CC=CC=CC(CC(C(=O)C(C(C(=CC(C(=O)CC(OC(=O)C3CCCCN3C(=O)C(=O)C1(O2)O)C(C)CC4CCC(C(C4)OC)O)C)C)O)OC)C)C)C)OC. Cell line: SK-MEL-28. Synergy scores: CSS=22.2, Synergy_ZIP=3.23, Synergy_Bliss=4.08, Synergy_Loewe=-2.77, Synergy_HSA=6.04. (4) Drug 1: C1=NC2=C(N=C(N=C2N1C3C(C(C(O3)CO)O)O)F)N. Drug 2: CCN(CC)CCCC(C)NC1=C2C=C(C=CC2=NC3=C1C=CC(=C3)Cl)OC. Cell line: MDA-MB-231. Synergy scores: CSS=16.6, Synergy_ZIP=-3.76, Synergy_Bliss=6.10, Synergy_Loewe=-0.0787, Synergy_HSA=3.20.